This data is from Catalyst prediction with 721,799 reactions and 888 catalyst types from USPTO. The task is: Predict which catalyst facilitates the given reaction. (1) Reactant: [CH3:1][C:2]1([CH3:24])[C:11]2[CH2:10][O:9][CH:8]=[CH:7][C:6]3=[CH:12][CH:13]([CH2:15][NH:16][C:17](=[O:23])[O:18][C:19]([CH3:22])([CH3:21])[CH3:20])[O:14][B:4]([C:5]=23)[O:3]1.C1C(=O)N([Cl:32])C(=O)C1.CC(N=NC(C#N)(C)C)(C#N)C. Product: [Cl:32][C:12]1[CH:13]([CH2:15][NH:16][C:17](=[O:23])[O:18][C:19]([CH3:22])([CH3:21])[CH3:20])[O:14][B:4]2[C:5]3[C:6]=1[CH:7]=[CH:8][O:9][CH2:10][C:11]=3[C:2]([CH3:24])([CH3:1])[O:3]2. The catalyst class is: 10. (2) Reactant: C([O:3][CH:4](OCC)[C:5]1[CH:36]=[CH:35][C:8]([CH2:9][N:10]([CH2:23][C:24]2[N:25]([S:29]([N:32]([CH3:34])[CH3:33])(=[O:31])=[O:30])[CH:26]=[CH:27][N:28]=2)[CH2:11][C:12]2[N:13]([S:17]([N:20]([CH3:22])[CH3:21])(=[O:19])=[O:18])[CH:14]=[CH:15][N:16]=2)=[CH:7][CH:6]=1)C.Cl.C(=O)([O-])[O-].[Na+].[Na+]. Product: [CH:4]([C:5]1[CH:6]=[CH:7][C:8]([CH2:9][N:10]([CH2:23][C:24]2[N:25]([S:29]([N:32]([CH3:34])[CH3:33])(=[O:31])=[O:30])[CH:26]=[CH:27][N:28]=2)[CH2:11][C:12]2[N:13]([S:17]([N:20]([CH3:22])[CH3:21])(=[O:18])=[O:19])[CH:14]=[CH:15][N:16]=2)=[CH:35][CH:36]=1)=[O:3]. The catalyst class is: 13. (3) Reactant: [H-].[Na+].[F:3][C:4]([F:19])([F:18])[C:5]1[CH:6]=[C:7]([NH:11][C:12]2[CH2:16][CH2:15][C:14](=[O:17])[CH:13]=2)[CH:8]=[CH:9][CH:10]=1.CC1CCCO1.[C:26]([C:28]1[CH:33]=[CH:32][C:31]([N:34]([CH2:42]S(C2C=CC=CC=2)(=O)=O)[C:35](=[O:41])[O:36][C:37]([CH3:40])([CH3:39])[CH3:38])=[CH:30][CH:29]=1)#[N:27]. Product: [C:26]([C:28]1[CH:29]=[CH:30][C:31]([N:34]([CH2:42][C:13]2[C:14](=[O:17])[CH2:15][CH2:16][C:12]=2[NH:11][C:7]2[CH:8]=[CH:9][CH:10]=[C:5]([C:4]([F:18])([F:19])[F:3])[CH:6]=2)[C:35](=[O:41])[O:36][C:37]([CH3:38])([CH3:39])[CH3:40])=[CH:32][CH:33]=1)#[N:27]. The catalyst class is: 6. (4) Product: [CH3:11][C:10]1[CH:9]=[C:8]([CH:2]([CH3:1])[C:3]([O:5][CH2:6][CH3:7])=[O:4])[NH:16][N:15]=1. Reactant: [CH3:1][CH:2]([C:8](=O)[CH2:9][C:10](=O)[CH3:11])[C:3]([O:5][CH2:6][CH3:7])=[O:4].O.[NH2:15][NH2:16]. The catalyst class is: 1. (5) Reactant: N[C:2]1[C:7]([CH3:8])=[CH:6][C:5]([I:9])=[C:4]([CH3:10])[N:3]=1.N([O-])=[O:12].[Na+]. Product: [CH3:8][C:7]1[C:2](=[O:12])[NH:3][C:4]([CH3:10])=[C:5]([I:9])[CH:6]=1. The catalyst class is: 561.